Task: Predict the product of the given reaction.. Dataset: Forward reaction prediction with 1.9M reactions from USPTO patents (1976-2016) (1) Given the reactants [C:1]([O:5][C:6](=[O:26])[NH:7][C@H:8]1[C@H:12]([C:13]2[CH:18]=[CH:17][CH:16]=[CH:15][CH:14]=2)[CH2:11][N:10](CC2C=CC=CC=2)[CH2:9]1)([CH3:4])([CH3:3])[CH3:2], predict the reaction product. The product is: [C:13]1([C@@H:12]2[CH2:11][NH:10][CH2:9][C@H:8]2[NH:7][C:6](=[O:26])[O:5][C:1]([CH3:3])([CH3:2])[CH3:4])[CH:14]=[CH:15][CH:16]=[CH:17][CH:18]=1. (2) The product is: [CH2:19]([O:10][C:5]1[CH:4]=[CH:3][C:2]([Cl:1])=[CH:9][C:6]=1[CH:7]=[O:8])[CH:18]=[CH2:17]. Given the reactants [Cl:1][C:2]1[CH:9]=[C:6]([CH:7]=[O:8])[C:5]([OH:10])=[CH:4][CH:3]=1.C(=O)([O-])[O-].[K+].[K+].[CH2:17](Br)[CH:18]=[CH2:19], predict the reaction product. (3) Given the reactants [C:1]([N:9]1[CH2:12][C:11]2([CH2:21][C:20](=[O:22])[C:19]3[C:14](=[CH:15][CH:16]=[C:17](/[CH:23]=[CH:24]/[C:25]([NH:27][O:28]C4CCCCO4)=[O:26])[CH:18]=3)[O:13]2)[CH2:10]1)(=[O:8])[C:2]1[CH:7]=[CH:6][CH:5]=[CH:4][CH:3]=1.Cl, predict the reaction product. The product is: [C:1]([N:9]1[CH2:10][C:11]2([CH2:21][C:20](=[O:22])[C:19]3[C:14](=[CH:15][CH:16]=[C:17](/[CH:23]=[CH:24]/[C:25]([NH:27][OH:28])=[O:26])[CH:18]=3)[O:13]2)[CH2:12]1)(=[O:8])[C:2]1[CH:7]=[CH:6][CH:5]=[CH:4][CH:3]=1. (4) The product is: [F:3][C:4]1[CH:9]=[CH:8][C:7]([F:10])=[CH:6][C:5]=1[CH:11]1[CH2:15][CH2:14][CH2:13][N:12]1[C:16]1[CH:21]=[CH:20][N:19]2[N:22]=[CH:23][C:24]([C:25]([OH:27])=[O:26])=[C:18]2[CH:17]=1. Given the reactants [OH-].[Na+].[F:3][C:4]1[CH:9]=[CH:8][C:7]([F:10])=[CH:6][C:5]=1[CH:11]1[CH2:15][CH2:14][CH2:13][N:12]1[C:16]1[CH:21]=[CH:20][N:19]2[N:22]=[CH:23][C:24]([C:25]([O:27]CC)=[O:26])=[C:18]2[CH:17]=1.Cl, predict the reaction product. (5) Given the reactants [CH3:1][O:2][C:3]([NH:5][C:6]([C:11]1[CH:16]=[CH:15]C=[CH:13][CH:12]=1)(C)[C:7]([OH:9])=[O:8])=[O:4].N[C:18]([C:23]1[CH:28]=CC=C[CH:24]=1)(C)C(O)=O, predict the reaction product. The product is: [C:23]([O:4][C:3]([N:5]1[CH2:13][CH2:12][CH:11]([CH:6]([C:7]([OH:9])=[O:8])[NH:5][C:3]([O:2][CH3:1])=[O:4])[CH2:16][CH2:15]1)=[O:2])([CH3:18])([CH3:24])[CH3:28]. (6) Given the reactants [Cl:1][C:2]1[CH:10]=[C:9]2[C:5]([C:6]3([CH:16]([C:17]4[CH:22]=[C:21]([F:23])[CH:20]=[CH:19][C:18]=4[CH3:24])[CH2:15][C:14](=[O:25])[CH2:13][CH:12]3[C:26]3[CH:31]=[CH:30][CH:29]=[C:28]([Cl:32])[CH:27]=3)[C:7](=[O:11])[NH:8]2)=[CH:4][CH:3]=1.[NH2:33]O.Cl.[OH-].[Na+].C1(C)C=CC(S(Cl)(=O)=O)=CC=1, predict the reaction product. The product is: [Cl:1][C:2]1[CH:10]=[C:9]2[C:5]([C@@:6]3([C@H:16]([C:17]4[CH:22]=[C:21]([F:23])[CH:20]=[CH:19][C:18]=4[CH3:24])[CH2:15][C:14](=[O:25])[NH:33][CH2:13][C@@H:12]3[C:26]3[CH:31]=[CH:30][CH:29]=[C:28]([Cl:32])[CH:27]=3)[C:7](=[O:11])[NH:8]2)=[CH:4][CH:3]=1. (7) The product is: [CH2:2]([C:17]1[CH:22]=[CH:21][CH:20]=[C:19]([O:23][C:25]2[CH:30]=[CH:29][CH:28]=[CH:27][CH:26]=2)[CH:18]=1)[CH2:3][CH2:4][CH2:5][CH2:6][CH2:7][CH2:8][CH2:9][CH2:10][CH2:11][CH2:12][CH2:13][CH2:14][CH2:15][CH3:16]. Given the reactants [K].[CH2:2]([C:17]1[CH:18]=[C:19]([OH:23])[CH:20]=[CH:21][CH:22]=1)[CH2:3][CH2:4][CH2:5][CH2:6][CH2:7][CH2:8][CH2:9][CH2:10][CH2:11][CH2:12][CH2:13][CH2:14][CH2:15][CH3:16].Br[C:25]1[CH:30]=[CH:29][CH:28]=[CH:27][CH:26]=1, predict the reaction product. (8) Given the reactants Br[C:2]1[CH:7]=[CH:6][C:5]([F:8])=[CH:4][N:3]=1.[C:9]([O:16][CH3:17])(=[O:15])[CH2:10][C:11]([O:13][CH3:14])=[O:12].C([O-])([O-])=O.[Cs+].[Cs+], predict the reaction product. The product is: [F:8][C:5]1[CH:6]=[CH:7][C:2]([CH:10]([C:9]([O:16][CH3:17])=[O:15])[C:11]([O:13][CH3:14])=[O:12])=[N:3][CH:4]=1.